Dataset: Reaction yield outcomes from USPTO patents with 853,638 reactions. Task: Predict the reaction yield, written as a fraction of the theoretical maximum amount of product (1.0 means a 100% yield; for example, 0.34 means a 34% yield). (1) The reactants are [BH4-].[Na+].[O:3]1[CH:7]=[CH:6][C:5]([C:8](=[O:26])[CH:9]([CH2:15][C:16]2[CH:21]=[CH:20][C:19]([C:22]([F:25])([F:24])[F:23])=[CH:18][CH:17]=2)[C:10]([O:12][CH2:13][CH3:14])=[O:11])=[CH:4]1.Cl. The catalyst is C(OCC)C.[Cl-].[Zn+2].[Cl-]. The product is [O:3]1[CH:7]=[CH:6][C:5]([CH:8]([OH:26])[CH:9]([CH2:15][C:16]2[CH:17]=[CH:18][C:19]([C:22]([F:24])([F:25])[F:23])=[CH:20][CH:21]=2)[C:10]([O:12][CH2:13][CH3:14])=[O:11])=[CH:4]1. The yield is 0.980. (2) The reactants are ClC1C=C(OC)C(NS(C2SC(C)=NC=2C)(=O)=O)=NC=1.[Cl:21][C:22]1[CH:23]=[C:24]([NH2:30])[C:25]([O:28][CH3:29])=[N:26][CH:27]=1.ClC1C=C(OC)C(N)=NC=1.[F:41][C:42]([F:54])([F:53])[C:43]1[N:48]=[CH:47][C:46]([S:49](Cl)(=[O:51])=[O:50])=[CH:45][CH:44]=1.CC1N=C(C)SC=1S(Cl)(=O)=O. The yield is 0.420. The product is [Cl:21][C:22]1[CH:23]=[C:24]([NH:30][S:49]([C:46]2[CH:47]=[N:48][C:43]([C:42]([F:54])([F:41])[F:53])=[CH:44][CH:45]=2)(=[O:51])=[O:50])[C:25]([O:28][CH3:29])=[N:26][CH:27]=1. No catalyst specified. (3) The reactants are [Cl:1][C:2]1[CH:15]=[CH:14][C:5]([O:6][C:7]2[CH:13]=[CH:12][C:10]([NH2:11])=[CH:9][CH:8]=2)=[CH:4][CH:3]=1.C(OC([N:23]1[CH2:27][C@H:26]([CH2:28][C:29]2[CH:34]=[CH:33][CH:32]=[CH:31][CH:30]=2)[CH2:25][C@H:24]1[C:35](O)=[O:36])=O)(C)(C)C. No catalyst specified. The product is [CH2:28]([C@H:26]1[CH2:27][NH:23][C@H:24]([C:35]([NH:11][C:10]2[CH:12]=[CH:13][C:7]([O:6][C:5]3[CH:14]=[CH:15][C:2]([Cl:1])=[CH:3][CH:4]=3)=[CH:8][CH:9]=2)=[O:36])[CH2:25]1)[C:29]1[CH:34]=[CH:33][CH:32]=[CH:31][CH:30]=1. The yield is 0.470. (4) The reactants are [CH2:1]=O.[NH2:3][C@H:4]1[CH2:9][CH2:8][CH2:7][N:6]([C:10]([O:12][C:13]([CH3:16])([CH3:15])[CH3:14])=[O:11])[CH2:5]1.[BH4-].[Na+]. The catalyst is CO. The product is [CH3:1][NH:3][C@H:4]1[CH2:9][CH2:8][CH2:7][N:6]([C:10]([O:12][C:13]([CH3:16])([CH3:15])[CH3:14])=[O:11])[CH2:5]1. The yield is 1.00. (5) The reactants are [NH2:1][C@@H:2]([C:7]([OH:9])=[O:8])[CH2:3][CH2:4][S:5][CH3:6].[ClH:10].N[C@H:12](C(O)=O)CCSC. The catalyst is CO. The product is [ClH:10].[CH3:12][O:8][C:7](=[O:9])[C@@H:2]([CH2:3][CH2:4][S:5][CH3:6])[NH2:1]. The yield is 0.860.